From a dataset of Reaction yield outcomes from USPTO patents with 853,638 reactions. Predict the reaction yield, written as a fraction of the theoretical maximum amount of product (1.0 means a 100% yield; for example, 0.34 means a 34% yield). (1) The reactants are Br[C:2]1[C:10]2[N:9]=[C:8]([CH3:11])[N:7]([CH2:12][C:13]3[CH:18]=[CH:17][CH:16]=[C:15]([C:19]([F:22])([F:21])[F:20])[C:14]=3[CH3:23])[C:6]=2[CH:5]=[C:4]([N:24]2[CH2:29][CH2:28][O:27][CH2:26][CH2:25]2)[CH:3]=1.[CH3:30]B1OB(C)OB(C)O1.C(=O)([O-])[O-].[K+].[K+].O. The yield is 0.425. The product is [CH3:11][C:8]1[N:7]([CH2:12][C:13]2[CH:18]=[CH:17][CH:16]=[C:15]([C:19]([F:20])([F:22])[F:21])[C:14]=2[CH3:23])[C:6]2[CH:5]=[C:4]([N:24]3[CH2:25][CH2:26][O:27][CH2:28][CH2:29]3)[CH:3]=[C:2]([CH3:30])[C:10]=2[N:9]=1. The catalyst is O1CCOCC1.C1C=CC([P]([Pd]([P](C2C=CC=CC=2)(C2C=CC=CC=2)C2C=CC=CC=2)([P](C2C=CC=CC=2)(C2C=CC=CC=2)C2C=CC=CC=2)[P](C2C=CC=CC=2)(C2C=CC=CC=2)C2C=CC=CC=2)(C2C=CC=CC=2)C2C=CC=CC=2)=CC=1. (2) The reactants are [NH:1]1[CH2:6][CH2:5][CH:4]([C:7]2[O:11][C:10]([C:12]3[CH:17]=[CH:16][N:15]=[CH:14][CH:13]=3)=[C:9]([C:18]3[CH:19]=[C:20]4[C:24](=[CH:25][CH:26]=3)[C:23](=[N:27][OH:28])[CH2:22][CH2:21]4)[CH:8]=2)[CH2:3][CH2:2]1.[CH3:29][O:30][CH2:31][CH:32]=O.C([BH3-])#N.C[NH+](C)C.C(O)(=O)C. The catalyst is CO. The product is [CH3:29][O:30][CH2:31][CH2:32][N:1]1[CH2:2][CH2:3][CH:4]([C:7]2[O:11][C:10]([C:12]3[CH:13]=[CH:14][N:15]=[CH:16][CH:17]=3)=[C:9]([C:18]3[CH:19]=[C:20]4[C:24](=[CH:25][CH:26]=3)[C:23](=[N:27][OH:28])[CH2:22][CH2:21]4)[CH:8]=2)[CH2:5][CH2:6]1. The yield is 0.600. (3) The catalyst is C(Cl)Cl. The reactants are CN(C(ON1N=NC2C=CC=NC1=2)=[N+](C)C)C.F[P-](F)(F)(F)(F)F.[CH2:25]([O:32][N:33]1[C:39](=[O:40])[N:38]2[CH2:41][C@H:34]1[CH2:35][CH2:36][C@H:37]2[C:42]([OH:44])=O)[C:26]1[CH:31]=[CH:30][CH:29]=[CH:28][CH:27]=1.[NH:45]([C:47]([O:49][C:50]([CH3:53])([CH3:52])[CH3:51])=[O:48])[NH2:46].CCN(C(C)C)C(C)C. The yield is 0.850. The product is [CH2:25]([O:32][N:33]1[C:39](=[O:40])[N:38]2[CH2:41][C@H:34]1[CH2:35][CH2:36][C@H:37]2[C:42]([NH:46][NH:45][C:47]([O:49][C:50]([CH3:53])([CH3:52])[CH3:51])=[O:48])=[O:44])[C:26]1[CH:27]=[CH:28][CH:29]=[CH:30][CH:31]=1. (4) The reactants are C([Sn](CCCC)(CCCC)[C:6]1[CH:11]=[CH:10][N:9]=[CH:8][CH:7]=1)CCC.[Cl:20][C:21]1[CH:26]=[CH:25][N:24]=[C:23]2[CH:27]=[C:28](I)[S:29][C:22]=12. The catalyst is CN(C=O)C. The product is [Cl:20][C:21]1[CH:26]=[CH:25][N:24]=[C:23]2[CH:27]=[C:28]([C:6]3[CH:7]=[CH:8][N:9]=[CH:10][CH:11]=3)[S:29][C:22]=12. The yield is 0.360. (5) The reactants are [CH3:1][N:2]1[CH2:7][CH2:6][N:5]([S:8]([C:11]2[CH:12]=[C:13]([CH:18]=[CH:19][CH:20]=2)[C:14](OC)=[O:15])(=[O:10])=[O:9])[CH2:4][CH2:3]1.[NH2:21][NH2:22]. The catalyst is CO. The product is [CH3:1][N:2]1[CH2:7][CH2:6][N:5]([S:8]([C:11]2[CH:12]=[C:13]([CH:18]=[CH:19][CH:20]=2)[C:14]([NH:21][NH2:22])=[O:15])(=[O:10])=[O:9])[CH2:4][CH2:3]1. The yield is 0.606. (6) The reactants are CCN(C(C)C)C(C)C.[CH3:10][O:11][C:12]1[CH:13]=[CH:14][CH:15]=[C:16]2[C:21]=1[O:20][C:19](=[O:22])[C:18]([C:23]([OH:25])=O)=[CH:17]2.CN(C(ON1N=NC2C=CC=NC1=2)=[N+](C)C)C.F[P-](F)(F)(F)(F)F.[O:50]=[C:51]1[C:60]2[C:55](=[CH:56][CH:57]=[C:58]([C:61]3[CH:62]=[C:63]([NH2:67])[CH:64]=[CH:65][CH:66]=3)[CH:59]=2)[O:54][CH:53]=[CH:52]1. The catalyst is CN(C=O)C. The product is [O:50]=[C:51]1[C:60]2[C:55](=[CH:56][CH:57]=[C:58]([C:61]3[CH:62]=[C:63]([NH:67][C:23]([C:18]4[C:19](=[O:22])[O:20][C:21]5[C:16]([CH:17]=4)=[CH:15][CH:14]=[CH:13][C:12]=5[O:11][CH3:10])=[O:25])[CH:64]=[CH:65][CH:66]=3)[CH:59]=2)[O:54][CH:53]=[CH:52]1. The yield is 1.00. (7) The reactants are [CH2:1]([C:8]1[S:9][C:10]2[CH:16]=[CH:15][C:14]([C:17]3[CH:18]=[C:19]([CH:27]4[CH2:32][CH2:31][NH:30][CH2:29][CH2:28]4)[N:20]4[C:25]=3[C:24]([NH2:26])=[N:23][CH:22]=[N:21]4)=[CH:13][C:11]=2[N:12]=1)[C:2]1[CH:7]=[CH:6][CH:5]=[CH:4][CH:3]=1.[C:33](Cl)(=[O:35])[CH3:34]. No catalyst specified. The product is [C:33]([N:30]1[CH2:31][CH2:32][CH:27]([C:19]2[N:20]3[C:25]([C:24]([NH2:26])=[N:23][CH:22]=[N:21]3)=[C:17]([C:14]3[CH:15]=[CH:16][C:10]4[S:9][C:8]([CH2:1][C:2]5[CH:3]=[CH:4][CH:5]=[CH:6][CH:7]=5)=[N:12][C:11]=4[CH:13]=3)[CH:18]=2)[CH2:28][CH2:29]1)(=[O:35])[CH3:34]. The yield is 0.320. (8) The reactants are S(Cl)(Cl)=O.[CH:5]1([C:11]2[C:19]3[C:14](=[CH:15][C:16]([C:20]([OH:22])=[O:21])=[CH:17][CH:18]=3)[NH:13][CH:12]=2)[CH2:10][CH2:9][CH2:8][CH2:7][CH2:6]1.[CH3:23]O. No catalyst specified. The product is [CH:5]1([C:11]2[C:19]3[C:14](=[CH:15][C:16]([C:20]([O:22][CH3:23])=[O:21])=[CH:17][CH:18]=3)[NH:13][CH:12]=2)[CH2:6][CH2:7][CH2:8][CH2:9][CH2:10]1. The yield is 0.690. (9) The reactants are [NH2:1][C:2]1[CH:7]=[C:6]([O:8][C:9]2[CH:14]=[CH:13][C:12]([NH:15][C:16]([C:18]3([C:21]([NH:23][C:24]4[CH:29]=[CH:28][C:27]([F:30])=[CH:26][CH:25]=4)=[O:22])[CH2:20][CH2:19]3)=[O:17])=[C:11]([F:31])[CH:10]=2)[CH:5]=[CH:4][N:3]=1.N1C=CC=CC=1.[C:38](OC(=O)C)(=[O:40])[CH3:39]. The yield is 0.690. The catalyst is ClCl. The product is [C:38]([NH:1][C:2]1[CH:7]=[C:6]([O:8][C:9]2[CH:14]=[CH:13][C:12]([NH:15][C:16]([C:18]3([C:21]([NH:23][C:24]4[CH:25]=[CH:26][C:27]([F:30])=[CH:28][CH:29]=4)=[O:22])[CH2:20][CH2:19]3)=[O:17])=[C:11]([F:31])[CH:10]=2)[CH:5]=[CH:4][N:3]=1)(=[O:40])[CH3:39].